The task is: Predict which catalyst facilitates the given reaction.. This data is from Catalyst prediction with 721,799 reactions and 888 catalyst types from USPTO. (1) Reactant: [F:1][C:2]1[CH:7]=[CH:6][C:5]([C:8]2[C:17]([N:18]([CH:20]([CH3:22])[CH3:21])[CH3:19])=[N:16][C:15]3[C:10](=[CH:11][C:12]([OH:27])=[C:13]([C:23]([O:25]C)=[O:24])[CH:14]=3)[N:9]=2)=[CH:4][CH:3]=1.[OH-].[Na+]. Product: [F:1][C:2]1[CH:3]=[CH:4][C:5]([C:8]2[C:17]([N:18]([CH:20]([CH3:22])[CH3:21])[CH3:19])=[N:16][C:15]3[C:10](=[CH:11][C:12]([OH:27])=[C:13]([C:23]([OH:25])=[O:24])[CH:14]=3)[N:9]=2)=[CH:6][CH:7]=1. The catalyst class is: 24. (2) Reactant: [C:1](/[CH:3]=[CH:4]/[S:5]([C:8]1[CH:13]=[CH:12][C:11]([C:14]([CH3:19])([CH3:18])[C:15]([OH:17])=O)=[CH:10][CH:9]=1)(=[O:7])=[O:6])#[N:2].[NH2:20][CH2:21][CH2:22][NH:23][C:24]([O:26][C:27]([CH3:30])([CH3:29])[CH3:28])=[O:25].C(N(CC)C(C)C)(C)C. Product: [C:27]([O:26][C:24](=[O:25])[NH:23][CH2:22][CH2:21][NH:20][C:15](=[O:17])[C:14]([C:11]1[CH:10]=[CH:9][C:8]([S:5](/[CH:4]=[CH:3]/[C:1]#[N:2])(=[O:6])=[O:7])=[CH:13][CH:12]=1)([CH3:19])[CH3:18])([CH3:30])([CH3:28])[CH3:29]. The catalyst class is: 2. (3) Reactant: F[C:2]1[C:7]([F:8])=[CH:6][N:5]=[C:4]2[NH:9][CH:10]=[C:11]([NH:12][C:13](=[O:20])[C:14]3[CH:19]=[CH:18][CH:17]=[N:16][CH:15]=3)[C:3]=12.[CH3:21][C:22]1([NH:28]C(=O)OC(C)(C)C)[CH2:27][CH2:26][CH2:25][NH:24][CH2:23]1.CCN(C(C)C)C(C)C.C(O)(C(F)(F)F)=O.C(Cl)[Cl:53]. Product: [ClH:53].[NH2:28][C:22]1([CH3:21])[CH2:27][CH2:26][CH2:25][N:24]([C:2]2[C:7]([F:8])=[CH:6][N:5]=[C:4]3[NH:9][CH:10]=[C:11]([NH:12][C:13](=[O:20])[C:14]4[CH:19]=[CH:18][CH:17]=[N:16][CH:15]=4)[C:3]=23)[CH2:23]1. The catalyst class is: 114. (4) Reactant: [Cl:1][CH2:2][CH2:3][N:4]1[CH2:9][CH2:8][O:7][CH2:6][CH2:5]1.[CH2:10]([NH2:17])[C:11]1[CH:16]=[CH:15][CH:14]=[CH:13][CH:12]=1. Product: [ClH:1].[CH2:10]([NH:17][CH2:2][CH2:3][N:4]1[CH2:9][CH2:8][O:7][CH2:6][CH2:5]1)[C:11]1[CH:16]=[CH:15][CH:14]=[CH:13][CH:12]=1. The catalyst class is: 23.